Task: Predict the reactants needed to synthesize the given product.. Dataset: Full USPTO retrosynthesis dataset with 1.9M reactions from patents (1976-2016) Given the product [CH2:25]([N:3]([CH2:1][CH3:2])[C:4]([CH:6]1[C:18]2[C:17]3[C:12](=[CH:13][CH:14]=[C:15]([O:19][CH3:20])[CH:16]=3)[N:11]([CH2:31][CH2:32][F:33])[C:10]=2[C:9]2[CH:21]=[CH:22][CH:23]=[CH:24][C:8]=2[S:7]1)=[O:5])[CH3:26], predict the reactants needed to synthesize it. The reactants are: [CH2:1]([N:3]([CH2:25][CH3:26])[C:4]([CH:6]1[C:18]2[C:17]3[C:12](=[CH:13][CH:14]=[C:15]([O:19][CH3:20])[CH:16]=3)[NH:11][C:10]=2[C:9]2[CH:21]=[CH:22][CH:23]=[CH:24][C:8]=2[S:7]1)=[O:5])[CH3:2].S(C1C=CC(C)=CC=1)(O[CH2:31][CH2:32][F:33])(=O)=O.[H-].[Na+].